This data is from Peptide-MHC class II binding affinity with 134,281 pairs from IEDB. The task is: Regression. Given a peptide amino acid sequence and an MHC pseudo amino acid sequence, predict their binding affinity value. This is MHC class II binding data. (1) The peptide sequence is EKDVTDITVKNCVLK. The MHC is DRB1_0701 with pseudo-sequence DRB1_0701. The binding affinity (normalized) is 0.432. (2) The peptide sequence is GELQIVDKIDCAFKI. The binding affinity (normalized) is 0.563. The MHC is DRB1_1201 with pseudo-sequence DRB1_1201. (3) The peptide sequence is KVPWDQVVMTSLALV. The MHC is HLA-DQA10501-DQB10303 with pseudo-sequence HLA-DQA10501-DQB10303. The binding affinity (normalized) is 0.585. (4) The peptide sequence is EKKDFAATQFEPLAA. The MHC is DRB1_1001 with pseudo-sequence DRB1_1001. The binding affinity (normalized) is 0.614. (5) The peptide sequence is EQARKFEEPIWSDFG. The MHC is DRB1_0405 with pseudo-sequence DRB1_0405. The binding affinity (normalized) is 0.516.